This data is from Catalyst prediction with 721,799 reactions and 888 catalyst types from USPTO. The task is: Predict which catalyst facilitates the given reaction. (1) Reactant: [CH:1]1([CH2:5][OH:6])[CH2:4][CH2:3][CH2:2]1.[Na].[Br:8][C:9]1[C:10]([CH3:16])=[CH:11][C:12](Cl)=[N:13][CH:14]=1.Cl. Product: [Br:8][C:9]1[C:10]([CH3:16])=[CH:11][C:12]([O:6][CH2:5][CH:1]2[CH2:4][CH2:3][CH2:2]2)=[N:13][CH:14]=1. The catalyst class is: 1. (2) Reactant: [CH3:1][C:2]([N+:9]#[C-:10])([CH3:8])[CH2:3][C:4]([CH3:7])([CH3:6])[CH3:5].[I:11][C:12]1[CH:13]=[CH:14][C:15]([N:18]=[CH2:19])=[N:16][CH:17]=1. Product: [I:11][C:12]1[CH:13]=[CH:14][C:15]2[N:16]([C:10]([NH:9][C:2]([CH3:8])([CH3:1])[CH2:3][C:4]([CH3:7])([CH3:6])[CH3:5])=[CH:19][N:18]=2)[CH:17]=1. The catalyst class is: 5. (3) Reactant: [Br:1][C:2]1[CH:3]=[C:4]([CH:10]=[CH:11][CH:12]=1)[O:5][CH2:6][C@H:7]1[CH2:9][O:8]1.[CH3:13][NH2:14]. Product: [Br:1][C:2]1[CH:3]=[C:4]([CH:10]=[CH:11][CH:12]=1)[O:5][CH2:6][C@H:7]([OH:8])[CH2:9][NH:14][CH3:13]. The catalyst class is: 5. (4) Reactant: [NH:1]1[CH2:5][CH2:4][C@@H:3]([N:6]2[CH2:11][CH2:10][CH2:9][CH2:8][CH2:7]2)[CH2:2]1.[Cl:12][C:13]1[S:14][C:15]2[CH:21]=[C:20]([O:22][CH3:23])[CH:19]=[CH:18][C:16]=2[N:17]=1.C(N(CC)CC)C. Product: [ClH:12].[ClH:12].[CH3:23][O:22][C:20]1[CH:19]=[CH:18][C:16]2[N:17]=[C:13]([N:1]3[CH2:5][CH2:4][C@@H:3]([N:6]4[CH2:7][CH2:8][CH2:9][CH2:10][CH2:11]4)[CH2:2]3)[S:14][C:15]=2[CH:21]=1. The catalyst class is: 255. (5) Reactant: [Br:1][C:2]1[CH:10]=[CH:9][CH:8]=[CH:7][C:3]=1[C:4](Cl)=[O:5].[CH:11]([Mg]Br)([CH3:13])[CH3:12]. Product: [Br:1][C:2]1[CH:10]=[CH:9][CH:8]=[CH:7][C:3]=1[CH:4]([OH:5])[CH:11]([CH3:13])[CH3:12]. The catalyst class is: 7. (6) Reactant: Cl.Cl.[CH3:3][C@@:4]1([CH2:15][N:16]2[CH2:21][CH2:20][NH:19][CH2:18][CH2:17]2)[O:8][C:7]2=[N:9][C:10]([N+:12]([O-:14])=[O:13])=[CH:11][N:6]2[CH2:5]1.C(N(CC)CC)C.[CH:29]1([N:35]=[C:36]=[O:37])[CH2:34][CH2:33][CH2:32][CH2:31][CH2:30]1. The catalyst class is: 2. Product: [CH:29]1([NH:35][C:36]([N:19]2[CH2:18][CH2:17][N:16]([CH2:15][C@:4]3([CH3:3])[O:8][C:7]4=[N:9][C:10]([N+:12]([O-:14])=[O:13])=[CH:11][N:6]4[CH2:5]3)[CH2:21][CH2:20]2)=[O:37])[CH2:34][CH2:33][CH2:32][CH2:31][CH2:30]1. (7) Reactant: Cl[C:2]1[CH:3]=[CH:4][C:5]2[O:9][C:8](C)=[N:7][C:6]=2[CH:11]=1.COC1C=CC=C(OC)C=1C1C=CC=CC=1P(C1CCCCC1)C1CCCCC1. Product: [O:9]1[C:5]2[CH:4]=[CH:3][CH:2]=[CH:11][C:6]=2[N:7]=[CH:8]1. The catalyst class is: 318.